This data is from Reaction yield outcomes from USPTO patents with 853,638 reactions. The task is: Predict the reaction yield, written as a fraction of the theoretical maximum amount of product (1.0 means a 100% yield; for example, 0.34 means a 34% yield). (1) The reactants are [F:1][C:2]1[CH:3]=[C:4]([S:8]([C:11]2[CH:12]=[C:13]3[C:17](=[CH:18][CH:19]=2)[N:16]([C:20]([C:33]2[CH:38]=[CH:37][CH:36]=[CH:35][CH:34]=2)([C:27]2[CH:32]=[CH:31][CH:30]=[CH:29][CH:28]=2)[C:21]2[CH:26]=[CH:25][CH:24]=[CH:23][CH:22]=2)[N:15]=[C:14]3[NH2:39])(=[O:10])=[O:9])[CH:5]=[CH:6][CH:7]=1.C(N(CC)C(C)C)(C)C.Cl.[CH3:50][N:51]1[CH2:56][CH2:55][N:54]([C:57]2[CH:65]=[CH:64][C:60]([C:61](Cl)=[O:62])=[C:59]([N+:66]([O-:68])=[O:67])[CH:58]=2)[CH2:53][CH2:52]1. The catalyst is C(OCC)C. The product is [F:1][C:2]1[CH:3]=[C:4]([S:8]([C:11]2[CH:12]=[C:13]3[C:17](=[CH:18][CH:19]=2)[N:16]([C:20]([C:21]2[CH:26]=[CH:25][CH:24]=[CH:23][CH:22]=2)([C:33]2[CH:34]=[CH:35][CH:36]=[CH:37][CH:38]=2)[C:27]2[CH:28]=[CH:29][CH:30]=[CH:31][CH:32]=2)[N:15]=[C:14]3[NH:39][C:61](=[O:62])[C:60]2[CH:64]=[CH:65][C:57]([N:54]3[CH2:55][CH2:56][N:51]([CH3:50])[CH2:52][CH2:53]3)=[CH:58][C:59]=2[N+:66]([O-:68])=[O:67])(=[O:10])=[O:9])[CH:5]=[CH:6][CH:7]=1. The yield is 0.700. (2) The reactants are [C:1]([C:5]1[C:6]([O:35][CH3:36])=[C:7]([CH:24]=[C:25]([N:27]2[CH:32]=[CH:31][C:30](=[O:33])[NH:29][C:28]2=[O:34])[CH:26]=1)/[CH:8]=[CH:9]/[C:10]1[CH:18]=[CH:17][C:16]([NH:19][S:20]([CH3:23])(=[O:22])=[O:21])=[CH:15][C:11]=1[C:12](Cl)=[O:13])([CH3:4])([CH3:3])[CH3:2].[H-].C(O[Al+2])(C)(C)C.[Li+].[H-].[H-]. The catalyst is C1COCC1. The product is [C:1]([C:5]1[C:6]([O:35][CH3:36])=[C:7]([CH:24]=[C:25]([N:27]2[CH:32]=[CH:31][C:30](=[O:33])[NH:29][C:28]2=[O:34])[CH:26]=1)/[CH:8]=[CH:9]/[C:10]1[CH:18]=[CH:17][C:16]([NH:19][S:20]([CH3:23])(=[O:21])=[O:22])=[CH:15][C:11]=1[CH2:12][OH:13])([CH3:4])([CH3:2])[CH3:3]. The yield is 0.630. (3) The reactants are [Cl:1][C:2]1[CH:10]=[CH:9][C:5]([C:6]([OH:8])=[O:7])=[CH:4][C:3]=1[NH:11][C:12]([NH2:14])=[O:13].[F:15][C:16]([F:24])([F:23])[C:17](=O)[CH2:18][C:19](=O)[CH3:20].[CH2:25](O)[CH3:26]. No catalyst specified. The product is [CH2:25]([O:7][C:6](=[O:8])[C:5]1[CH:9]=[CH:10][C:2]([Cl:1])=[C:3]([N:11]2[C:19]([CH3:20])=[CH:18][C:17]([C:16]([F:24])([F:23])[F:15])=[N:14][C:12]2=[O:13])[CH:4]=1)[CH3:26]. The yield is 0.0900. (4) The reactants are [NH2:1][C:2]1[CH:3]=[CH:4][C:5]2[C:14]3[C:9](=[C:10]([F:16])[C:11]([F:15])=[CH:12][CH:13]=3)[O:8][C:7](=[O:17])[C:6]=2[CH:18]=1.II. The catalyst is CC(C)=O. The product is [F:16][C:10]1[C:11]([F:15])=[CH:12][CH:13]=[C:14]2[C:9]=1[O:8][C:7](=[O:17])[C:6]1[C:5]2=[CH:4][CH:3]=[C:2]2[C:18]=1[C:3]([CH3:2])=[CH:4][C:5]([CH3:14])([CH3:6])[NH:1]2. The yield is 0.310. (5) The reactants are [Br:1][C:2]1[C:3]([F:12])=[C:4]2[C:10]([NH2:11])=[CH:9][NH:8][C:5]2=[N:6][CH:7]=1.[CH3:13][C:14]1[CH:15]=[C:16]([CH:20]=[CH:21][CH:22]=1)[C:17](O)=[O:18].C1N(P(Cl)(N2C(=O)OCC2)=O)C(=O)OC1.C(N(CC)CC)C.[Li+].[OH-]. The catalyst is C(Cl)Cl.O. The product is [Br:1][C:2]1[C:3]([F:12])=[C:4]2[C:10]([NH:11][C:17](=[O:18])[C:16]3[CH:20]=[CH:21][CH:22]=[C:14]([CH3:13])[CH:15]=3)=[CH:9][NH:8][C:5]2=[N:6][CH:7]=1. The yield is 0.555. (6) The reactants are [C:1]1([NH:7][C:8]([CH:10]([CH2:15][CH2:16][CH2:17][CH3:18])[C:11]([O:13]C)=[O:12])=[O:9])[CH:6]=[CH:5][CH:4]=[CH:3][CH:2]=1.[OH-].[Na+]. The catalyst is CO. The product is [C:1]1([NH:7][C:8]([CH:10]([CH2:15][CH2:16][CH2:17][CH3:18])[C:11]([OH:13])=[O:12])=[O:9])[CH:2]=[CH:3][CH:4]=[CH:5][CH:6]=1. The yield is 0.740. (7) The reactants are [CH3:1][C:2]1[CH:3]=[CH:4][C:5]2[N:6]([C:8]([CH:11]([C:13]3[CH:14]=[C:15]4[C:20](=[CH:21][CH:22]=3)[N:19]=[CH:18][CH:17]=[CH:16]4)[CH3:12])=[N:9][N:10]=2)[N:7]=1.[Br:23]Br. The catalyst is C(O)(=O)C. The product is [Br:23][C:17]1[CH:18]=[N:19][C:20]2[C:15]([CH:16]=1)=[CH:14][C:13]([CH:11]([C:8]1[N:6]3[N:7]=[C:2]([CH3:1])[CH:3]=[CH:4][C:5]3=[N:10][N:9]=1)[CH3:12])=[CH:22][CH:21]=2. The yield is 0.370. (8) The reactants are C([O:4][CH2:5][C@@:6]([NH:26]C(=O)C)([CH3:25])[CH2:7][CH2:8][C:9]1[O:10][C:11]([CH2:14][CH2:15][CH2:16][CH2:17][CH2:18][C:19]2[CH:24]=[CH:23][CH:22]=[CH:21][CH:20]=2)=[CH:12][CH:13]=1)(=O)C.O1CCCC1.CO.O.[OH-].[Li+]. The catalyst is O. The product is [NH2:26][C@:6]([CH3:25])([CH2:7][CH2:8][C:9]1[O:10][C:11]([CH2:14][CH2:15][CH2:16][CH2:17][CH2:18][C:19]2[CH:20]=[CH:21][CH:22]=[CH:23][CH:24]=2)=[CH:12][CH:13]=1)[CH2:5][OH:4]. The yield is 0.950. (9) The reactants are C(O)(C(F)(F)F)=O.C(OC(=O)[NH:14][C@H:15]([C:17]1[N:21]([CH:22]2[CH2:24][CH2:23]2)[C:20]2[C:25]([C:30]([N:32]3[CH2:37][CH2:36][O:35][CH2:34][CH2:33]3)=[O:31])=[C:26]([F:29])[CH:27]=[CH:28][C:19]=2[N:18]=1)[CH3:16])(C)(C)C. The catalyst is C(Cl)Cl.CO. The product is [NH2:14][C@H:15]([C:17]1[N:21]([CH:22]2[CH2:23][CH2:24]2)[C:20]2[C:25]([C:30]([N:32]3[CH2:33][CH2:34][O:35][CH2:36][CH2:37]3)=[O:31])=[C:26]([F:29])[CH:27]=[CH:28][C:19]=2[N:18]=1)[CH3:16]. The yield is 0.730.